From a dataset of CYP2D6 inhibition data for predicting drug metabolism from PubChem BioAssay. Regression/Classification. Given a drug SMILES string, predict its absorption, distribution, metabolism, or excretion properties. Task type varies by dataset: regression for continuous measurements (e.g., permeability, clearance, half-life) or binary classification for categorical outcomes (e.g., BBB penetration, CYP inhibition). Dataset: cyp2d6_veith. (1) The molecule is Cc1ccc(-c2cccc(OC(=O)c3ccccc3F)c2)cc1. The result is 0 (non-inhibitor). (2) The molecule is COc1cccc(-c2nc(NCc3ccc(OC)cc3OC)c3ccccc3n2)c1. The result is 1 (inhibitor).